From a dataset of Full USPTO retrosynthesis dataset with 1.9M reactions from patents (1976-2016). Predict the reactants needed to synthesize the given product. (1) Given the product [Br:21][C:22]1[CH:23]=[C:24]([C:25]2[O:15][N:14]=[C:13]([CH2:12][N:8]3[C:9]4[C:5](=[C:4]([C:17]([F:19])([F:20])[F:18])[C:3]([C:1]#[N:2])=[CH:11][CH:10]=4)[CH:6]=[CH:7]3)[N:16]=2)[CH:28]=[CH:29][CH:30]=1, predict the reactants needed to synthesize it. The reactants are: [C:1]([C:3]1[C:4]([C:17]([F:20])([F:19])[F:18])=[C:5]2[C:9](=[CH:10][CH:11]=1)[N:8]([CH2:12][C:13](=[NH:16])[NH:14][OH:15])[CH:7]=[CH:6]2)#[N:2].[Br:21][C:22]1[CH:23]=[C:24]([CH:28]=[CH:29][CH:30]=1)[C:25](O)=O. (2) The reactants are: [Cl:1][C:2]1[N:7]=[C:6]([C:8]2[CH:9]=[N:10][C:11]([NH2:14])=[N:12][CH:13]=2)[CH:5]=[C:4](Cl)[N:3]=1.[NH:16]1[CH2:21][CH2:20][O:19][CH2:18][CH2:17]1. Given the product [Cl:1][C:2]1[N:7]=[C:6]([C:8]2[CH:9]=[N:10][C:11]([NH2:14])=[N:12][CH:13]=2)[CH:5]=[C:4]([N:16]2[CH2:21][CH2:20][O:19][CH2:18][CH2:17]2)[N:3]=1, predict the reactants needed to synthesize it. (3) Given the product [NH2:1][C:2]1[C:3]([O:17][CH2:18][CH:19]2[CH2:21][CH2:20]2)=[CH:4][C:5]([C:8]2([C:12]([O:14][CH2:15][CH3:16])=[O:13])[CH2:11][CH2:10][CH2:9]2)=[CH:6][C:7]=1[Br:29], predict the reactants needed to synthesize it. The reactants are: [NH2:1][C:2]1[CH:7]=[CH:6][C:5]([C:8]2([C:12]([O:14][CH2:15][CH3:16])=[O:13])[CH2:11][CH2:10][CH2:9]2)=[CH:4][C:3]=1[O:17][CH2:18][CH:19]1[CH2:21][CH2:20]1.C1C(=O)N([Br:29])C(=O)C1.